This data is from Reaction yield outcomes from USPTO patents with 853,638 reactions. The task is: Predict the reaction yield, written as a fraction of the theoretical maximum amount of product (1.0 means a 100% yield; for example, 0.34 means a 34% yield). (1) The reactants are C(Cl)(=O)C(Cl)=O.CS(C)=O.[F:11][C:12]([F:22])([F:21])[C@H:13]1[CH2:18][CH2:17][C@H:16]([CH2:19][OH:20])[CH2:15][CH2:14]1.CCN(CC)CC. The catalyst is C(Cl)Cl. The product is [F:11][C:12]([F:21])([F:22])[C@H:13]1[CH2:14][CH2:15][C@H:16]([CH:19]=[O:20])[CH2:17][CH2:18]1. The yield is 0.870. (2) The reactants are [CH2:1]([N:3]1[C:7](=[NH:8])/[C:6](=[CH:9]/[C:10]2[CH:15]=[CH:14][C:13]([OH:16])=[C:12]([O:17][CH3:18])[CH:11]=2)/[NH:5][C:4]1=[O:19])[CH3:2].[F:20][C:21]([F:31])([F:30])[C:22]1[CH:27]=[CH:26][CH:25]=[CH:24][C:23]=1[CH2:28]O.N(C(OCC)=O)=NC(OCC)=O.C1(P(C2C=CC=CC=2)C2C=CC=CC=2)C=CC=CC=1. The catalyst is O1CCCC1.O. The product is [CH2:1]([N:3]1[C:7](=[NH:8])/[C:6](=[CH:9]/[C:10]2[CH:15]=[CH:14][C:13]([O:16][CH2:28][C:23]3[CH:24]=[CH:25][CH:26]=[CH:27][C:22]=3[C:21]([F:20])([F:30])[F:31])=[C:12]([O:17][CH3:18])[CH:11]=2)/[NH:5][C:4]1=[O:19])[CH3:2]. The yield is 0.140. (3) The reactants are [CH2:1]([O:3][C:4](=[O:17])[C@:5]([OH:16])([CH3:15])[C@@H:6]([C@H:8]1[CH2:12][O:11][C:10]([CH3:14])([CH3:13])[O:9]1)[OH:7])[CH3:2].[C:18](Cl)([C:20]1[CH:25]=[CH:24][CH:23]=[CH:22][CH:21]=1)=[O:19]. The catalyst is N1C=CC=CC=1. The product is [CH2:1]([O:3][C:4](=[O:17])[C@:5]([OH:16])([CH3:15])[C@@H:6]([C@H:8]1[CH2:12][O:11][C:10]([CH3:13])([CH3:14])[O:9]1)[O:7][C:18](=[O:19])[C:20]1[CH:25]=[CH:24][CH:23]=[CH:22][CH:21]=1)[CH3:2]. The yield is 0.710. (4) The reactants are [CH:1]([O:4][C:5]1[CH:25]=[CH:24][C:8]([O:9][C:10]2[CH:15]=[CH:14][C:13]([C:16]3[CH:20]=[C:19]([CH:21]([NH2:23])[CH3:22])[O:18][N:17]=3)=[CH:12][CH:11]=2)=[CH:7][CH:6]=1)([CH3:3])[CH3:2].Cl[C:27]([O:29][CH3:30])=[O:28]. The catalyst is O1CCCC1.C(N(CC)CC)C.ClCCl. The product is [CH:1]([O:4][C:5]1[CH:25]=[CH:24][C:8]([O:9][C:10]2[CH:15]=[CH:14][C:13]([C:16]3[CH:20]=[C:19]([CH:21]([NH:23][C:27](=[O:28])[O:29][CH3:30])[CH3:22])[O:18][N:17]=3)=[CH:12][CH:11]=2)=[CH:7][CH:6]=1)([CH3:2])[CH3:3]. The yield is 0.590. (5) The reactants are C([O-])(=O)C.[K+].B1(B2OC(C)(C)C(C)(C)O2)OC(C)(C)C(C)(C)O1.O1CCOCC1.[CH2:30]([C:32]([C:50]1[CH:55]=[CH:54][C:53]([O:56]S(C(F)(F)F)(=O)=O)=[C:52]([CH3:64])[CH:51]=1)([C:35]1[CH:40]=[CH:39][C:38]([C:41]#[C:42][C:43]2([OH:48])[CH2:47][CH2:46][CH2:45][CH2:44]2)=[C:37]([CH3:49])[CH:36]=1)[CH2:33][CH3:34])[CH3:31]. The catalyst is C1C=CC(P(C2C=CC=CC=2)[C-]2C=CC=C2)=CC=1.C1C=CC(P(C2C=CC=CC=2)[C-]2C=CC=C2)=CC=1.Cl[Pd]Cl.[Fe+2].C1(P(C2C=CC=CC=2)[C-]2C=CC=C2)C=CC=CC=1.[C-]1(P(C2C=CC=CC=2)C2C=CC=CC=2)C=CC=C1.[Fe+2].C(OCC)C. The product is [CH2:30]([C:32]([C:50]1[CH:55]=[CH:54][C:53]([OH:56])=[C:52]([CH3:64])[CH:51]=1)([C:35]1[CH:40]=[CH:39][C:38]([C:41]#[C:42][C:43]2([OH:48])[CH2:47][CH2:46][CH2:45][CH2:44]2)=[C:37]([CH3:49])[CH:36]=1)[CH2:33][CH3:34])[CH3:31]. The yield is 0.570. (6) The reactants are [CH3:1][N:2]([CH3:35])[C:3]([C:5]1[CH:6]=[C:7]([CH2:14][C:15]([O:17][CH2:18][C@@:19]2([C:30]([O:32][CH2:33][CH3:34])=[O:31])[C:27]3[C:22](=[CH:23][CH:24]=[CH:25][CH:26]=3)[C:21](=[O:28])[N:20]2[CH3:29])=[O:16])[CH:8]=[CH:9][C:10]=1[N+:11]([O-])=O)=[O:4].C(O)(=O)C. The catalyst is CCO.[Fe]. The product is [NH2:11][C:10]1[CH:9]=[CH:8][C:7]([CH2:14][C:15]([O:17][CH2:18][C@@:19]2([C:30]([O:32][CH2:33][CH3:34])=[O:31])[C:27]3[C:22](=[CH:23][CH:24]=[CH:25][CH:26]=3)[C:21](=[O:28])[N:20]2[CH3:29])=[O:16])=[CH:6][C:5]=1[C:3](=[O:4])[N:2]([CH3:1])[CH3:35]. The yield is 0.920.